Dataset: Forward reaction prediction with 1.9M reactions from USPTO patents (1976-2016). Task: Predict the product of the given reaction. (1) Given the reactants C(OC(=O)[NH:7][CH2:8][CH:9]1[CH2:14][CH2:13][N:12]([C:15]2[C:16]3[O:34][CH:33]=[CH:32][C:17]=3[N:18]=[C:19]([NH:21][C:22]3[CH:27]=[CH:26][C:25]([S:28](=[O:31])(=[O:30])[NH2:29])=[CH:24][CH:23]=3)[N:20]=2)[CH2:11][CH2:10]1)(C)(C)C.ClC1N=C(Cl)C2OC=CC=2N=1.C(OC(NCC1CCNCC1)=O)(C)(C)C.NC1C=CC(S(N)(=O)=O)=CC=1.C(O)(C(F)(F)F)=O.C(Cl)Cl, predict the reaction product. The product is: [NH2:7][CH2:8][CH:9]1[CH2:14][CH2:13][N:12]([C:15]2[C:16]3[O:34][CH:33]=[CH:32][C:17]=3[N:18]=[C:19]([NH:21][C:22]3[CH:23]=[CH:24][C:25]([S:28]([NH2:29])(=[O:31])=[O:30])=[CH:26][CH:27]=3)[N:20]=2)[CH2:11][CH2:10]1. (2) Given the reactants [CH3:1][O:2][C:3](=[O:15])[CH2:4][C:5]1[C:13]2[C:8](=C[CH:10]=[CH:11][CH:12]=2)[NH:7][C:6]=1[CH3:14].[Na+].[I-].[H-].[Na+].Br[CH2:21][CH2:22][C:23]1[CH:28]=[CH:27][CH:26]=[CH:25][CH:24]=1.CC[N:31](C(C)C)C(C)C, predict the reaction product. The product is: [CH3:1][O:2][C:3](=[O:15])[CH2:4][C:5]1[C:13]2[C:8](=[N:31][CH:10]=[CH:11][CH:12]=2)[N:7]([CH2:21][CH2:22][C:23]2[CH:28]=[CH:27][CH:26]=[CH:25][CH:24]=2)[C:6]=1[CH3:14]. (3) The product is: [Br:1][C:2]1[C:3]([NH:9][C:10]2[CH:14]=[C:13]([CH:15]3[CH2:17][CH2:16]3)[NH:12][N:11]=2)=[N:4][C:5]([NH:25][CH2:24][C:23]2[CH:26]=[CH:27][C:20]([N:19]([CH3:28])[CH3:18])=[CH:21][CH:22]=2)=[N:6][CH:7]=1. Given the reactants [Br:1][C:2]1[C:3]([NH:9][C:10]2[CH:14]=[C:13]([CH:15]3[CH2:17][CH2:16]3)[NH:12][N:11]=2)=[N:4][C:5](Cl)=[N:6][CH:7]=1.[CH3:18][N:19]([CH3:28])[C:20]1[CH:27]=[CH:26][C:23]([CH2:24][NH2:25])=[CH:22][CH:21]=1, predict the reaction product. (4) Given the reactants C[O:2][C:3](=[O:23])[C@H:4]([NH:8][S:9]([C:12]1[CH:22]=[CH:21][C:15]2[N:16]=[C:17]([S:19][CH3:20])[S:18][C:14]=2[CH:13]=1)(=[O:11])=[O:10])[CH:5]([CH3:7])[CH3:6].[Li+].[OH-], predict the reaction product. The product is: [CH3:6][CH:5]([CH3:7])[C@@H:4]([NH:8][S:9]([C:12]1[CH:22]=[CH:21][C:15]2[N:16]=[C:17]([S:19][CH3:20])[S:18][C:14]=2[CH:13]=1)(=[O:11])=[O:10])[C:3]([OH:23])=[O:2]. (5) Given the reactants [NH2:1][C:2]1[CH:3]=[C:4]([CH:10]=[CH:11][C:12]=1[C:13]#[C:14][CH:15]([CH3:17])[CH3:16])[C:5]([O:7][CH2:8][CH3:9])=[O:6], predict the reaction product. The product is: [CH:15]([C:14]1[NH:1][C:2]2[C:12]([CH:13]=1)=[CH:11][CH:10]=[C:4]([C:5]([O:7][CH2:8][CH3:9])=[O:6])[CH:3]=2)([CH3:16])[CH3:17]. (6) Given the reactants OC1C=CC(C2C3C=C(N(C)C)C=C[C:13]=3[S:12](=[O:23])(=[O:22])CCC2)=CC=1.I[CH2:25][CH2:26][CH2:27][CH2:28][CH2:29]I.CN(C=[O:35])C, predict the reaction product. The product is: [S:12]([O:23][CH2:25][CH2:26][CH2:27][CH2:28][CH3:29])(=[O:35])(=[O:22])[CH3:13]. (7) Given the reactants [CH3:1][C:2]1[NH:3][C:4]([NH2:7])=[N:5][N:6]=1.[S:8]1[CH2:13][CH2:12][C:11](=O)[CH2:10][CH2:9]1.C([BH3-])#N.[Na+].O, predict the reaction product. The product is: [CH3:1][C:2]1[NH:3][C:4]([NH:7][CH:11]2[CH2:12][CH2:13][S:8][CH2:9][CH2:10]2)=[N:5][N:6]=1. (8) Given the reactants [C:1]([OH:4])(=[O:3])[CH3:2].[NH2:5][C:6]1[C:7]([N:12]2[C:16](=[O:17])[NH:15][C:14]([CH:18]([NH:32][C:33]3[CH:41]=[CH:40][C:36]([C:37]([NH2:39])=[NH:38])=[CH:35][CH:34]=3)[C:19]3[CH:24]=[C:23]([O:25][CH3:26])[CH:22]=[C:21]([O:27][CH2:28][CH2:29][OH:30])[C:20]=3F)=[N:13]2)=[N:8][CH:9]=[CH:10][CH:11]=1.COC(=O)N=C(SC)C(C1C=C(OC)C=C(O)C=1)=NC1C=CC(C2N=C(C)ON=2)=CC=1, predict the reaction product. The product is: [C:1]([OH:4])(=[O:3])[CH3:2].[NH2:5][C:6]1[C:7]([N:12]2[C:16](=[O:17])[NH:15][C:14]([CH:18]([NH:32][C:33]3[CH:34]=[CH:35][C:36]([C:37]([NH2:39])=[NH:38])=[CH:40][CH:41]=3)[C:19]3[CH:24]=[C:23]([O:25][CH3:26])[CH:22]=[C:21]([O:27][CH2:28][CH2:29][OH:30])[CH:20]=3)=[N:13]2)=[N:8][CH:9]=[CH:10][CH:11]=1. (9) Given the reactants [O:1]=[C:2]1[CH2:11][CH2:10][CH2:9][C:8]2[C:7]([NH:12][S:13]([CH3:16])(=[O:15])=[O:14])=[CH:6][CH:5]=[CH:4][C:3]1=2.[H-].[Na+].[CH3:19][O:20][CH2:21]Cl.O, predict the reaction product. The product is: [CH3:19][O:20][CH2:21][N:12]([C:7]1[C:8]2[CH2:9][CH2:10][CH2:11][C:2](=[O:1])[C:3]=2[CH:4]=[CH:5][CH:6]=1)[S:13]([CH3:16])(=[O:15])=[O:14].